This data is from Forward reaction prediction with 1.9M reactions from USPTO patents (1976-2016). The task is: Predict the product of the given reaction. (1) Given the reactants [CH3:1][C:2]1[CH:7]=[CH:6][C:5]([S:8]([O:11][CH2:12][CH:13]2[O:18][C:17]3[C:19](Br)=[CH:20][CH:21]=[CH:22][C:16]=3[N:15]([CH3:24])[CH2:14]2)(=[O:10])=[O:9])=[CH:4][CH:3]=1.[Cl:25][C:26]1[CH:31]=[CH:30][CH:29]=[CH:28][C:27]=1B(O)O.C(=O)([O-])[O-].[K+].[K+], predict the reaction product. The product is: [CH3:1][C:2]1[CH:7]=[CH:6][C:5]([S:8]([O:11][CH2:12][CH:13]2[O:18][C:17]3[C:19]([C:27]4[CH:28]=[CH:29][CH:30]=[CH:31][C:26]=4[Cl:25])=[CH:20][CH:21]=[CH:22][C:16]=3[N:15]([CH3:24])[CH2:14]2)(=[O:10])=[O:9])=[CH:4][CH:3]=1. (2) Given the reactants [CH3:1][C:2]1([CH3:11])[CH2:7][CH2:6][CH2:5][C@H:4]([CH3:8])[C@H:3]1[CH2:9][OH:10].[Cl:12][C:13]1[CH:14]=[C:15](O)[CH:16]=[CH:17][CH:18]=1.C1(P(C2C=CC=CC=2)C2C=CC=CC=2)C=CC=CC=1.N(C(OCC)=O)=NC(OCC)=O, predict the reaction product. The product is: [Cl:12][C:13]1[CH:14]=[CH:15][CH:16]=[C:17]([O:10][CH2:9][C@@H:3]2[C@@H:4]([CH3:8])[CH2:5][CH2:6][CH2:7][C:2]2([CH3:1])[CH3:11])[CH:18]=1. (3) Given the reactants [NH2:1][C:2]1[CH:28]=[CH:27][C:5]([O:6][C:7]2[CH:12]=[CH:11][N:10]=[C:9]([NH:13][C:14]([N:16]3[CH2:21][CH2:20][N:19]([CH:22]4[CH2:25][N:24]([CH3:26])[CH2:23]4)[CH2:18][CH2:17]3)=[O:15])[CH:8]=2)=[CH:4][CH:3]=1.[F:29][C:30]1[CH:35]=[CH:34][C:33]([CH2:36][C:37]([N:39]=[C:40]=[O:41])=[O:38])=[CH:32][CH:31]=1.C(OCC)C, predict the reaction product. The product is: [F:29][C:30]1[CH:31]=[CH:32][C:33]([CH2:36][C:37]([NH:39][C:40](=[O:41])[NH:1][C:2]2[CH:28]=[CH:27][C:5]([O:6][C:7]3[CH:12]=[CH:11][N:10]=[C:9]([NH:13][C:14]([N:16]4[CH2:21][CH2:20][N:19]([CH:22]5[CH2:23][N:24]([CH3:26])[CH2:25]5)[CH2:18][CH2:17]4)=[O:15])[CH:8]=3)=[CH:4][CH:3]=2)=[O:38])=[CH:34][CH:35]=1. (4) Given the reactants [Br:1]Br.C([O-])(=O)C.C([O-])(=O)C.C([O-])(=O)C.C([O-])(=O)C.[Pb+4].[CH3:20][C:21]1[CH:22]=[N+:23]([O-:28])[CH:24]=[C:25]([CH3:27])[CH:26]=1.[OH-].[Na+], predict the reaction product. The product is: [Br:1][C:26]1[C:25]([CH3:27])=[CH:24][N+:23]([O-:28])=[CH:22][C:21]=1[CH3:20].